This data is from Catalyst prediction with 721,799 reactions and 888 catalyst types from USPTO. The task is: Predict which catalyst facilitates the given reaction. (1) Reactant: C(OC([N:8]1[C@@H:12]([CH2:13][C:14]2[CH:19]=[CH:18][C:17]([O:20][C:21]3[CH:26]=[C:25]([C:27](=[O:29])[NH2:28])[CH:24]=[CH:23][N:22]=3)=[CH:16][CH:15]=2)[CH2:11][O:10]C1(C)C)=O)(C)(C)C.[ClH:32]. Product: [ClH:32].[NH2:8][C@H:12]([CH2:11][OH:10])[CH2:13][C:14]1[CH:15]=[CH:16][C:17]([O:20][C:21]2[CH:26]=[C:25]([CH:24]=[CH:23][N:22]=2)[C:27]([NH2:28])=[O:29])=[CH:18][CH:19]=1. The catalyst class is: 169. (2) Reactant: Br[C:2]1[CH:7]=[CH:6][C:5]([Br:8])=[CH:4][C:3]=1[N+:9]([O-:11])=[O:10]. Product: [Br:8][C:5]1[CH:6]=[CH:7][C:2]([C:2]2[CH:7]=[CH:6][C:5]([Br:8])=[CH:4][C:3]=2[N+:9]([O-:11])=[O:10])=[C:3]([N+:9]([O-:11])=[O:10])[CH:4]=1. The catalyst class is: 9. (3) Reactant: [CH3:1][O:2][CH:3]1[C:8](=O)[CH2:7][CH2:6][N:5]([C:10]([O:12][C:13]([CH3:16])([CH3:15])[CH3:14])=[O:11])[CH2:4]1.C([BH3-])#[N:18].[Na+].C([O-])(=O)C.[NH4+]. Product: [NH2:18][CH:8]1[CH2:7][CH2:6][N:5]([C:10]([O:12][C:13]([CH3:16])([CH3:15])[CH3:14])=[O:11])[CH2:4][CH:3]1[O:2][CH3:1]. The catalyst class is: 5. (4) The catalyst class is: 7. Product: [Br:24][CH2:20][C:19]([C:15]1[CH:16]=[CH:17][CH:18]=[C:13]([O:12][CH2:11][CH2:10][CH2:9][O:8][CH2:7][C:1]2[CH:2]=[CH:3][CH:4]=[CH:5][CH:6]=2)[CH:14]=1)=[O:21]. Reactant: [C:1]1([CH2:7][O:8][CH2:9][CH2:10][CH2:11][O:12][C:13]2[CH:14]=[C:15]([C:19](=[O:21])[CH3:20])[CH:16]=[CH:17][CH:18]=2)[CH:6]=[CH:5][CH:4]=[CH:3][CH:2]=1.CO.[Br-:24].[Br-].[Br-].C([N+](CCCC)(CCCC)CCCC)CCC.C([N+](CCCC)(CCCC)CCCC)CCC.C([N+](CCCC)(CCCC)CCCC)CCC.S([O-])([O-])(=O)=S.[Na+].[Na+]. (5) Reactant: [CH2:1]([C:3]1[C:4](=[O:16])[N:5]([C:10]2[CH:15]=[CH:14][CH:13]=[CH:12][CH:11]=2)[N:6]([CH3:9])[C:7]=1[CH3:8])[CH3:2].[Br:17]N1C(=O)CCC1=O. Product: [Br:17][CH2:8][C:7]1[N:6]([CH3:9])[N:5]([C:10]2[CH:11]=[CH:12][CH:13]=[CH:14][CH:15]=2)[C:4](=[O:16])[C:3]=1[CH2:1][CH3:2]. The catalyst class is: 53.